The task is: Predict the product of the given reaction.. This data is from Forward reaction prediction with 1.9M reactions from USPTO patents (1976-2016). Given the reactants Cl[C:2]1[C:7]([O:8][CH2:9][CH2:10][O:11][C:12]2[CH:17]=[CH:16][CH:15]=[CH:14][CH:13]=2)=[N:6][CH:5]=[CH:4][N:3]=1.[CH3:18][NH:19][CH2:20][CH2:21][NH:22][CH3:23], predict the reaction product. The product is: [CH3:18][N:19]([C:2]1[C:7]([O:8][CH2:9][CH2:10][O:11][C:12]2[CH:17]=[CH:16][CH:15]=[CH:14][CH:13]=2)=[N:6][CH:5]=[CH:4][N:3]=1)[CH2:20][CH2:21][NH:22][CH3:23].